From a dataset of Full USPTO retrosynthesis dataset with 1.9M reactions from patents (1976-2016). Predict the reactants needed to synthesize the given product. Given the product [NH2:32][C:25]1[N:26]=[C:27]([NH2:31])[C:28]([C:29]#[N:30])=[C:23]([N:22]2[CH2:21][C@H:20]([NH2:33])[CH2:19][C@H:18]2[C:12]2[N:11]([C:40]3[CH:41]=[CH:42][CH:43]=[CH:44][CH:45]=3)[C:10](=[O:46])[C:9]3[C:14](=[CH:15][CH:16]=[CH:17][C:8]=3[Cl:7])[N:13]=2)[N:24]=1, predict the reactants needed to synthesize it. The reactants are: C([O-])([O-])=O.[K+].[K+].[Cl:7][C:8]1[CH:17]=[CH:16][CH:15]=[C:14]2[C:9]=1[C:10](=[O:46])[N:11]([C:40]1[CH:45]=[CH:44][CH:43]=[CH:42][CH:41]=1)[C:12]([C@H:18]1[N:22]([C:23]3[C:28]([C:29]#[N:30])=[C:27]([NH2:31])[N:26]=[C:25]([NH2:32])[N:24]=3)[CH2:21][C@H:20]([NH:33]C(=O)C(F)(F)F)[CH2:19]1)=[N:13]2.